This data is from Forward reaction prediction with 1.9M reactions from USPTO patents (1976-2016). The task is: Predict the product of the given reaction. Given the reactants [Br:1][C:2]1[CH:3]=[N:4][C:5]([N:8]([CH3:23])[C@H:9]2[CH2:14][CH2:13][C@H:12]([CH2:15][CH2:16][CH2:17]OS(C)(=O)=O)[CH2:11][CH2:10]2)=[N:6][CH:7]=1.[CH3:24][NH:25][CH3:26], predict the reaction product. The product is: [Br:1][C:2]1[CH:3]=[N:4][C:5]([N:8]([C@H:9]2[CH2:14][CH2:13][C@H:12]([CH2:15][CH2:16][CH2:17][N:25]([CH3:26])[CH3:24])[CH2:11][CH2:10]2)[CH3:23])=[N:6][CH:7]=1.